From a dataset of Forward reaction prediction with 1.9M reactions from USPTO patents (1976-2016). Predict the product of the given reaction. (1) Given the reactants [OH:1][C:2]1[C:7]([C:8]([O:10][CH2:11][CH3:12])=[O:9])=[C:6]([CH3:13])[C:5]([O:14][S:15]([CH3:18])(=[O:17])=[O:16])=[CH:4][CH:3]=1.[Br:19]N1C(=O)CCC1=O, predict the reaction product. The product is: [Br:19][C:3]1[C:2]([OH:1])=[C:7]([C:6]([CH3:13])=[C:5]([O:14][S:15]([CH3:18])(=[O:17])=[O:16])[CH:4]=1)[C:8]([O:10][CH2:11][CH3:12])=[O:9]. (2) Given the reactants C(=O)(OCC([C:7]([CH3:10])([CH3:9])[CH3:8])Br)N.[OH:12][C:13]1[CH:14]=[C:15]([CH:18]=[CH:19][C:20]=1[I:21])[C:16]#[N:17].[C:22](=[O:25])([O-])[O-:23].[K+].[K+].C(O[CH2:32][CH3:33])(=O)C.C[N:35](C)C=O, predict the reaction product. The product is: [C:7]([O:23][C:22]([NH:35][CH2:32][CH2:33][O:12][C:13]1[CH:14]=[C:15]([CH:18]=[CH:19][C:20]=1[I:21])[C:16]#[N:17])=[O:25])([CH3:8])([CH3:9])[CH3:10]. (3) The product is: [CH2:1]([N:8]1[CH:12]=[CH:11][C:10]([C:21]2[CH:22]=[C:23]([Cl:28])[CH:24]=[C:25]([Cl:27])[CH:26]=2)([C:17]([F:20])([F:19])[F:18])[CH2:9]1)[C:2]1[CH:7]=[CH:6][CH:5]=[CH:4][CH:3]=1. Given the reactants [CH2:1]([N:8]1[CH2:12][CH:11](S(C)(=O)=O)[C:10]([C:21]2[CH:26]=[C:25]([Cl:27])[CH:24]=[C:23]([Cl:28])[CH:22]=2)([C:17]([F:20])([F:19])[F:18])[CH2:9]1)[C:2]1[CH:7]=[CH:6][CH:5]=[CH:4][CH:3]=1.C(=O)([O-])[O-].[Na+].[Na+].O, predict the reaction product. (4) Given the reactants [CH3:1][C@@H:2]1[NH:7][CH2:6][CH2:5][N:4](C(OC(C)(C)C)=O)[CH2:3]1.[CH2:15](Br)[C:16]1[CH:21]=[CH:20][CH:19]=[CH:18][CH:17]=1.C(N(CC)CC)C, predict the reaction product. The product is: [CH2:15]([N:7]1[CH2:6][CH2:5][NH:4][CH2:3][C@@H:2]1[CH3:1])[C:16]1[CH:21]=[CH:20][CH:19]=[CH:18][CH:17]=1. (5) Given the reactants Cl.C(O[C:5](=[NH:12])[CH2:6][C:7]([O:9][CH2:10][CH3:11])=[O:8])C.[CH:13]([NH:16]C(C)C)(C)C.[NH:20]1[CH2:25][CH2:24][O:23][CH2:22][CH2:21]1.[CH2:26]([OH:28])[CH3:27], predict the reaction product. The product is: [N:20]1([C:13]2[N:16]=[C:5]([CH2:6][C:7]([O:9][CH2:10][CH3:11])=[O:8])[NH:12][C:26](=[O:28])[CH:27]=2)[CH2:25][CH2:24][O:23][CH2:22][CH2:21]1. (6) Given the reactants [C:1]([N:4]1[C@@H:10]([CH3:11])[C@H:9]([NH:12][C:13](=[O:25])[C@@H:14]([N:16](C)[C:17](=O)OC(C)(C)C)[CH3:15])[C:8](=[O:26])[N:7]([CH2:27][C:28]2[CH:29]=[C:30]([C:36]3[CH:41]=[CH:40][CH:39]=[CH:38][CH:37]=3)[CH:31]=[CH:32][C:33]=2[O:34][CH3:35])[C:6]2[CH:42]=[CH:43][C:44]([C:46]#[N:47])=[CH:45][C:5]1=2)(=[O:3])[CH3:2].[ClH:48], predict the reaction product. The product is: [ClH:48].[C:1]([N:4]1[C@@H:10]([CH3:11])[C@H:9]([NH:12][C:13](=[O:25])[C@@H:14]([NH:16][CH3:17])[CH3:15])[C:8](=[O:26])[N:7]([CH2:27][C:28]2[CH:29]=[C:30]([C:36]3[CH:41]=[CH:40][CH:39]=[CH:38][CH:37]=3)[CH:31]=[CH:32][C:33]=2[O:34][CH3:35])[C:6]2[CH:42]=[CH:43][C:44]([C:46]#[N:47])=[CH:45][C:5]1=2)(=[O:3])[CH3:2]. (7) Given the reactants [F:1][C:2]1[CH:3]=[C:4]([N+:16]([O-:18])=[O:17])[C:5]([NH:9][C:10]2[CH:14]=[C:13]([CH3:15])[NH:12][N:11]=2)=[N:6][C:7]=1F.Cl.[F:20][C:21]1[CH:22]=[N:23][C:24]([C@@H:27]([NH2:29])[CH3:28])=[N:25][CH:26]=1.CCN(C(C)C)C(C)C, predict the reaction product. The product is: [F:1][C:2]1[C:7]([NH:29][C@H:27]([C:24]2[N:25]=[CH:26][C:21]([F:20])=[CH:22][N:23]=2)[CH3:28])=[N:6][C:5]([NH:9][C:10]2[CH:14]=[C:13]([CH3:15])[NH:12][N:11]=2)=[C:4]([N+:16]([O-:18])=[O:17])[CH:3]=1. (8) Given the reactants [F:1][C:2]1[CH:3]=[C:4]([N:8]2[CH2:12][CH2:11][CH:10]([O:13][C:14]3[CH:19]=[CH:18][C:17]([CH:20]4[CH:25]([O:26][Si:27]([CH:34]([CH3:36])[CH3:35])([CH:31]([CH3:33])[CH3:32])[CH:28]([CH3:30])[CH3:29])[CH2:24][N:23]([C:37]([O:39][CH2:40][C:41]5[CH:46]=[CH:45][CH:44]=[CH:43][CH:42]=5)=[O:38])[CH2:22][CH:21]4[OH:47])=[CH:16][CH:15]=3)[CH2:9]2)[CH:5]=[CH:6][CH:7]=1.Cl[CH2:49][C:50]1[CH:51]=[CH:52][C:53]2[O:58][CH2:57][C:56](=[O:59])[N:55]([CH2:60][CH2:61][CH2:62][O:63][CH3:64])[C:54]=2[CH:65]=1, predict the reaction product. The product is: [F:1][C:2]1[CH:3]=[C:4]([N:8]2[CH2:12][CH2:11][CH:10]([O:13][C:14]3[CH:19]=[CH:18][C:17]([CH:20]4[CH:25]([O:26][Si:27]([CH:31]([CH3:33])[CH3:32])([CH:34]([CH3:35])[CH3:36])[CH:28]([CH3:29])[CH3:30])[CH2:24][N:23]([C:37]([O:39][CH2:40][C:41]5[CH:42]=[CH:43][CH:44]=[CH:45][CH:46]=5)=[O:38])[CH2:22][CH:21]4[O:47][CH2:49][C:50]4[CH:51]=[CH:52][C:53]5[O:58][CH2:57][C:56](=[O:59])[N:55]([CH2:60][CH2:61][CH2:62][O:63][CH3:64])[C:54]=5[CH:65]=4)=[CH:16][CH:15]=3)[CH2:9]2)[CH:5]=[CH:6][CH:7]=1.